This data is from Catalyst prediction with 721,799 reactions and 888 catalyst types from USPTO. The task is: Predict which catalyst facilitates the given reaction. (1) Reactant: [Cl:1][C:2]1[C:3]([F:44])=[C:4]([C@@H:8]2[C@:12]([C:15]3[CH:20]=[CH:19][C:18]([Cl:21])=[CH:17][C:16]=3[F:22])([C:13]#[N:14])[C@H:11]([CH2:23][C:24]([CH3:27])([CH3:26])[CH3:25])[NH:10][C@H:9]2[C:28]([NH:30][C:31]2[CH:36]=[CH:35][C:34]([CH2:37][CH2:38][CH2:39][C:40]([O:42]C)=[O:41])=[CH:33][CH:32]=2)=[O:29])[CH:5]=[CH:6][CH:7]=1.O.[OH-].[Li+].Cl. Product: [Cl:1][C:2]1[C:3]([F:44])=[C:4]([C@@H:8]2[C@:12]([C:15]3[CH:20]=[CH:19][C:18]([Cl:21])=[CH:17][C:16]=3[F:22])([C:13]#[N:14])[C@H:11]([CH2:23][C:24]([CH3:27])([CH3:26])[CH3:25])[NH:10][C@H:9]2[C:28]([NH:30][C:31]2[CH:32]=[CH:33][C:34]([CH2:37][CH2:38][CH2:39][C:40]([OH:42])=[O:41])=[CH:35][CH:36]=2)=[O:29])[CH:5]=[CH:6][CH:7]=1. The catalyst class is: 20. (2) Reactant: Br[C:2]1[CH:7]=[CH:6][CH:5]=[CH:4][N:3]=1.C([Li])CCC.[O:13]1[CH2:18][CH2:17][C:16](=[O:19])[CH2:15][CH2:14]1. Product: [OH:19][C:16]1([C:2]2[CH:7]=[CH:6][CH:5]=[CH:4][N:3]=2)[CH2:17][CH2:18][O:13][CH2:14][CH2:15]1. The catalyst class is: 1. (3) Reactant: [F:1][CH:2]([F:13])[CH:3]1[C:12]2[C:7](=[CH:8][CH:9]=[CH:10][CH:11]=2)[NH:6][CH2:5][CH2:4]1.I[CH2:15][C:16]([NH2:18])=[O:17].CCN(C(C)C)C(C)C.[OH-].[Na+]. Product: [F:13][CH:2]([F:1])[CH:3]1[C:12]2[C:7](=[CH:8][CH:9]=[CH:10][CH:11]=2)[N:6]([CH2:15][C:16]([NH2:18])=[O:17])[CH2:5][CH2:4]1. The catalyst class is: 3. (4) Reactant: [Cl:1][C:2]1[CH:7]=[CH:6][CH:5]=[CH:4][C:3]=1[C:8]1[C:9]([C:20]([O:22]CC)=[O:21])=[CH:10][N:11]([C:13]2[CH:18]=[CH:17][N:16]=[C:15]([Cl:19])[CH:14]=2)[CH:12]=1.[OH-].[Na+]. Product: [Cl:1][C:2]1[CH:7]=[CH:6][CH:5]=[CH:4][C:3]=1[C:8]1[C:9]([C:20]([OH:22])=[O:21])=[CH:10][N:11]([C:13]2[CH:18]=[CH:17][N:16]=[C:15]([Cl:19])[CH:14]=2)[CH:12]=1. The catalyst class is: 20. (5) Reactant: [C:1]1(=[CH:6][CH2:7][CH2:8][C:9](=[O:11])[CH3:10])[CH2:5][CH2:4][CH2:3][CH2:2]1.[CH3:12][Mg]Br.Cl. Product: [C:1]1(=[CH:6][CH2:7][CH2:8][C:9]([CH3:12])([OH:11])[CH3:10])[CH2:5][CH2:4][CH2:3][CH2:2]1. The catalyst class is: 28. (6) Reactant: C([O:4][C:5]1[CH:6]=[C:7]2[C:12](=[CH:13][C:14]=1[O:15][CH3:16])[N:11]=[CH:10][N:9]=[C:8]2[NH:17][C:18]1[CH:23]=[CH:22][C:21]([Br:24])=[CH:20][C:19]=1[F:25])(=O)C.[NH4+].[OH-]. Product: [Br:24][C:21]1[CH:22]=[CH:23][C:18]([NH:17][C:8]2[C:7]3[C:12](=[CH:13][C:14]([O:15][CH3:16])=[C:5]([OH:4])[CH:6]=3)[N:11]=[CH:10][N:9]=2)=[C:19]([F:25])[CH:20]=1. The catalyst class is: 5.